The task is: Predict the reaction yield, written as a fraction of the theoretical maximum amount of product (1.0 means a 100% yield; for example, 0.34 means a 34% yield).. This data is from Reaction yield outcomes from USPTO patents with 853,638 reactions. (1) The reactants are C([O:3][C:4]([CH:6]1[CH2:11][N:10]([S:12]([C:15]2[CH:20]=[CH:19][CH:18]=[CH:17][CH:16]=2)(=[O:14])=[O:13])[CH2:9][CH:8]([C:21](OCC)=[O:22])[N:7]1[CH2:26][C:27]1[CH:32]=[CH:31][CH:30]=[CH:29][CH:28]=1)=O)C.[H-].[Al+3].[Li+].[H-].[H-].[H-].O.[OH-].[Na+]. The catalyst is O1CCCC1. The product is [C:15]1([S:12]([N:10]2[CH2:11][CH:6]([CH2:4][OH:3])[N:7]([CH2:26][C:27]3[CH:28]=[CH:29][CH:30]=[CH:31][CH:32]=3)[CH:8]([CH2:21][OH:22])[CH2:9]2)(=[O:14])=[O:13])[CH:16]=[CH:17][CH:18]=[CH:19][CH:20]=1. The yield is 0.780. (2) The reactants are [NH2:1][C:2]1[CH:3]=[C:4]([CH:7]=[CH:8][C:9]=1[NH2:10])[C:5]#[N:6].[CH3:11][O:12][C:13]1[CH:18]=[CH:17][C:16]([C:19](=O)[C:20]([C:22]2[CH:27]=[CH:26][C:25]([O:28][CH3:29])=[CH:24][CH:23]=2)=O)=[CH:15][CH:14]=1. The catalyst is C(O)(=O)C. The product is [CH3:29][O:28][C:25]1[CH:24]=[CH:23][C:22]([C:20]2[C:19]([C:16]3[CH:15]=[CH:14][C:13]([O:12][CH3:11])=[CH:18][CH:17]=3)=[N:1][C:2]3[C:9](=[CH:8][CH:7]=[C:4]([C:5]#[N:6])[CH:3]=3)[N:10]=2)=[CH:27][CH:26]=1. The yield is 0.720. (3) The reactants are [C:1]1(=[O:7])[CH2:6][CH2:5][CH2:4][CH2:3][CH2:2]1.[Li+].C[Si]([N-][Si](C)(C)C)(C)C.[C:18](Cl)(=[O:22])[CH:19]([CH3:21])[CH3:20]. The catalyst is C1(C)C=CC=CC=1. The product is [C:18]([CH:2]1[CH2:3][CH2:4][CH2:5][CH2:6][C:1]1=[O:7])(=[O:22])[CH:19]([CH3:21])[CH3:20]. The yield is 0.300. (4) The reactants are [Cl:1][C:2]1[CH:3]=[CH:4][C:5]([CH3:28])=[C:6]([C@H:8]([O:20][CH2:21][CH2:22][NH:23][C:24]([O:26][CH3:27])=[O:25])[C:9]2[CH:10]=[C:11]([CH:17]=[CH:18][CH:19]=2)[C:12]([O:14]CC)=[O:13])[CH:7]=1.[Li+].[OH-]. The catalyst is C1COCC1.CO. The product is [Cl:1][C:2]1[CH:3]=[CH:4][C:5]([CH3:28])=[C:6]([C@H:8]([O:20][CH2:21][CH2:22][NH:23][C:24]([O:26][CH3:27])=[O:25])[C:9]2[CH:10]=[C:11]([CH:17]=[CH:18][CH:19]=2)[C:12]([OH:14])=[O:13])[CH:7]=1. The yield is 0.910.